From a dataset of Catalyst prediction with 721,799 reactions and 888 catalyst types from USPTO. Predict which catalyst facilitates the given reaction. (1) Reactant: [CH3:1][N:2]1[C:7](=[O:8])[C:6]([C:9]2[CH:13]=[CH:12][S:11][CH:10]=2)=[C:5]([CH3:14])[N:4]([C:15]2[CH:20]=[CH:19][CH:18]=[C:17]([C:21]([F:24])([F:23])[F:22])[CH:16]=2)[C:3]1=[O:25].[Br:26]N1C(=O)CCC1=O.C(=O)([O-])O.[Na+]. Product: [Br:26][C:10]1[S:11][CH:12]=[CH:13][C:9]=1[C:6]1[C:7](=[O:8])[N:2]([CH3:1])[C:3](=[O:25])[N:4]([C:15]2[CH:20]=[CH:19][CH:18]=[C:17]([C:21]([F:23])([F:24])[F:22])[CH:16]=2)[C:5]=1[CH3:14]. The catalyst class is: 15. (2) Reactant: [NH:1]1[CH2:6][CH2:5][CH:4]([CH2:7][OH:8])[CH2:3][CH2:2]1.[C:9]1(=[CH:13][C:14]#[N:15])[CH2:12][CH2:11][CH2:10]1.C1CCN2C(=NCCC2)CC1. Product: [OH:8][CH2:7][CH:4]1[CH2:5][CH2:6][N:1]([C:9]2([CH2:13][C:14]#[N:15])[CH2:12][CH2:11][CH2:10]2)[CH2:2][CH2:3]1. The catalyst class is: 291. (3) Reactant: [C:1]([C:3]1[N:4]=[CH:5][C:6]([NH:16][C@H:17]([CH2:21][CH:22]([CH3:24])[CH3:23])[C:18]([NH2:20])=[O:19])=[N:7][C:8]=1[NH:9][C:10]1[S:14][N:13]=[C:12]([CH3:15])[CH:11]=1)#[N:2].[OH-].[Na+].OO.CC(O)=[O:31]. Product: [NH2:20][C:18](=[O:19])[C@H:17]([NH:16][C:6]1[N:7]=[C:8]([NH:9][C:10]2[S:14][N:13]=[C:12]([CH3:15])[CH:11]=2)[C:3]([C:1]([NH2:2])=[O:31])=[N:4][CH:5]=1)[CH2:21][CH:22]([CH3:24])[CH3:23]. The catalyst class is: 593. (4) Reactant: [CH2:1]1[CH:5]2[CH:6]3[CH:10]=[CH:9][CH:8]([CH:4]2[CH:3]=[CH:2]1)[CH2:7]3.[CH2:11]=[CH:12][C:13]1[CH:18]=[CH:17][CH:16]=[CH:15][CH:14]=1. Product: [CH2:1]1[CH:5]2[CH:6]3[CH:10]=[CH:9][CH:8]([CH:4]2[CH:3]=[CH:2]1)[CH2:7]3.[CH2:11]=[CH:12][C:13]1[CH:18]=[CH:17][CH:16]=[CH:15][CH:14]=1. The catalyst class is: 113. (5) Reactant: O[C:2]1[C:11]2[C:6](=[C:7]([CH3:12])[CH:8]=[CH:9][CH:10]=2)[N:5]=[C:4]([C:13]([O:15][CH2:16][CH3:17])=[O:14])[N:3]=1.O=P(Cl)(Cl)[Cl:20]. Product: [Cl:20][C:2]1[C:11]2[C:6](=[C:7]([CH3:12])[CH:8]=[CH:9][CH:10]=2)[N:5]=[C:4]([C:13]([O:15][CH2:16][CH3:17])=[O:14])[N:3]=1. The catalyst class is: 3. (6) Reactant: [O:1]=[C:2]1[NH:7][CH2:6][CH2:5][N:4]([C:8]([O:10][C:11]([CH3:14])([CH3:13])[CH3:12])=[O:9])[CH2:3]1.[H-].[Na+].Br[CH2:18][C:19]1[CH:24]=[CH:23][C:22]([C:25]([OH:34])([C:30]([F:33])([F:32])[F:31])[C:26]([F:29])([F:28])[F:27])=[CH:21][CH:20]=1. Product: [F:27][C:26]([F:28])([F:29])[C:25]([C:22]1[CH:23]=[CH:24][C:19]([CH2:18][N:7]2[CH2:6][CH2:5][N:4]([C:8]([O:10][C:11]([CH3:14])([CH3:13])[CH3:12])=[O:9])[CH2:3][C:2]2=[O:1])=[CH:20][CH:21]=1)([OH:34])[C:30]([F:31])([F:33])[F:32]. The catalyst class is: 435.